From a dataset of Catalyst prediction with 721,799 reactions and 888 catalyst types from USPTO. Predict which catalyst facilitates the given reaction. Reactant: CCN(C(C)C)C(C)C.[N:10]1([C:14]([C:16]2[CH:17]=[C:18]([Cl:38])[C:19]([O:22][C:23]3[CH:24]=[C:25]([CH:29]=[C:30]([O:32][C@@H:33]([CH3:37])[CH2:34][O:35][CH3:36])[CH:31]=3)[C:26](O)=[O:27])=[N:20][CH:21]=2)=[O:15])[CH2:13][CH2:12][CH2:11]1.CN(C(ON1N=NC2C=CC=NC1=2)=[N+](C)C)C.F[P-](F)(F)(F)(F)F.[NH2:63][C:64]1[S:65][CH:66]=[CH:67][N:68]=1. Product: [N:10]1([C:14]([C:16]2[CH:17]=[C:18]([Cl:38])[C:19]([O:22][C:23]3[CH:24]=[C:25]([CH:29]=[C:30]([O:32][C@@H:33]([CH3:37])[CH2:34][O:35][CH3:36])[CH:31]=3)[C:26]([NH:63][C:64]3[S:65][CH:66]=[CH:67][N:68]=3)=[O:27])=[N:20][CH:21]=2)=[O:15])[CH2:11][CH2:12][CH2:13]1. The catalyst class is: 18.